This data is from Forward reaction prediction with 1.9M reactions from USPTO patents (1976-2016). The task is: Predict the product of the given reaction. (1) Given the reactants C([O:8][CH2:9][C@@H:10]1[N:15]2[C:16]3[C:25]4[C:20](=[CH:21][CH:22]=[CH:23][CH:24]=4)[N:19]=[C:18]([NH2:26])[C:17]=3[N:27]=[C:14]2[CH2:13][O:12][CH2:11]1)C1C=CC=CC=1.CO.C(Cl)(=O)C, predict the reaction product. The product is: [NH2:26][C:18]1[C:17]2[N:27]=[C:14]3[CH2:13][O:12][CH2:11][C@H:10]([CH2:9][OH:8])[N:15]3[C:16]=2[C:25]2[C:20](=[CH:21][CH:22]=[CH:23][CH:24]=2)[N:19]=1. (2) The product is: [CH3:26][O:27][CH2:28][C:29]([NH:1][C:4]1[CH:9]=[CH:8][C:7]([C:10]2([C:15]([OH:17])=[O:16])[CH2:14][CH2:13][CH2:12][CH2:11]2)=[CH:6][CH:5]=1)=[O:30]. Given the reactants [N+:1]([C:4]1[CH:9]=[CH:8][C:7]([C:10]2([C:15]([OH:17])=[O:16])[CH2:14][CH2:13][CH2:12][CH2:11]2)=[CH:6][CH:5]=1)([O-])=O.[Na].Cl.C(=O)([O-])[O-].[K+].[K+].[CH3:26][O:27][CH2:28][C:29](Cl)=[O:30], predict the reaction product. (3) Given the reactants C(OC([N:8]1[CH2:13][CH2:12][CH:11]([CH2:14][NH:15][C:16]2[NH:20][C:19]3[CH:21]=[CH:22][CH:23]=[C:24]([N+:25]([O-:27])=[O:26])[C:18]=3[N:17]=2)[CH2:10][CH2:9]1)=O)(C)(C)C.O1CCOCC1.Cl, predict the reaction product. The product is: [N+:25]([C:24]1[C:18]2[N:17]=[C:16]([NH:15][CH2:14][CH:11]3[CH2:12][CH2:13][NH:8][CH2:9][CH2:10]3)[NH:20][C:19]=2[CH:21]=[CH:22][CH:23]=1)([O-:27])=[O:26]. (4) Given the reactants [F:1][C:2]1[C:3](=[O:23])[N:4]2[C:8](=[C:9]([C:20]([OH:22])=O)[C:10]=1[NH:11][C:12]1[CH:17]=[CH:16][C:15]([I:18])=[CH:14][C:13]=1[F:19])[CH2:7][CH2:6][CH2:5]2.CN(C(ON1N=NC2C=CC=NC1=2)=[N+](C)C)C.F[P-](F)(F)(F)(F)F.CN1CCOCC1.[C:55]([O:59][CH2:60][CH2:61][O:62][NH2:63])([CH3:58])([CH3:57])[CH3:56], predict the reaction product. The product is: [C:55]([O:59][CH2:60][CH2:61][O:62][NH:63][C:20]([C:9]1[C:10]([NH:11][C:12]2[CH:17]=[CH:16][C:15]([I:18])=[CH:14][C:13]=2[F:19])=[C:2]([F:1])[C:3](=[O:23])[N:4]2[C:8]=1[CH2:7][CH2:6][CH2:5]2)=[O:22])([CH3:58])([CH3:57])[CH3:56]. (5) The product is: [CH2:1]([N:5]([CH2:24][CH:25]([CH3:27])[CH3:26])[C:6]1[CH:11]=[CH:10][C:9]([C:12]2[CH:17]=[CH:16][CH:15]=[CH:14][C:13]=2[C:18]2[NH:22][N:21]=[N:20][N:19]=2)=[CH:8][C:7]=1[NH:23][C:28](=[O:39])[O:29][C:30]1[CH:31]=[CH:32][C:33]([N+:36]([O-:38])=[O:37])=[CH:34][CH:35]=1)[CH:2]([CH3:4])[CH3:3]. Given the reactants [CH2:1]([N:5]([CH2:24][CH:25]([CH3:27])[CH3:26])[C:6]1[CH:11]=[CH:10][C:9]([C:12]2[CH:17]=[CH:16][CH:15]=[CH:14][C:13]=2[C:18]2[NH:22][N:21]=[N:20][N:19]=2)=[CH:8][C:7]=1[NH2:23])[CH:2]([CH3:4])[CH3:3].[C:28](Cl)(=[O:39])[O:29][C:30]1[CH:35]=[CH:34][C:33]([N+:36]([O-:38])=[O:37])=[CH:32][CH:31]=1, predict the reaction product.